Task: Predict which catalyst facilitates the given reaction.. Dataset: Catalyst prediction with 721,799 reactions and 888 catalyst types from USPTO (1) Reactant: [NH2:1][C:2]1[C:3]([F:10])=[CH:4][C:5]([Cl:9])=[C:6]([OH:8])[CH:7]=1.C(=O)([O-])[O-].[K+].[K+].Cl[C:18]1[N:23]=[CH:22][CH:21]=[CH:20][N:19]=1.CS(C)=O. Product: [NH2:1][C:2]1[C:3]([F:10])=[CH:4][C:5]([Cl:9])=[C:6]([CH:7]=1)[O:8][C:18]1[N:23]=[CH:22][CH:21]=[CH:20][N:19]=1. The catalyst class is: 131. (2) Reactant: [N:1]1([C:7](Cl)=[O:8])[CH2:6][CH2:5][CH2:4][CH2:3][CH2:2]1.C(N(CC)C(C)C)(C)C.[F:19][C:20]1[C:40]([N:41]2[CH2:46][CH2:45][O:44][CH2:43][CH2:42]2)=[CH:39][C:23]2[NH:24][C:25]([C:27]3[C:31]([NH2:32])=[CH:30][N:29]([CH:33]4[CH2:38][CH2:37][CH2:36][CH2:35][O:34]4)[N:28]=3)=[N:26][C:22]=2[CH:21]=1. Product: [F:19][C:20]1[C:40]([N:41]2[CH2:42][CH2:43][O:44][CH2:45][CH2:46]2)=[CH:39][C:23]2[NH:24][C:25]([C:27]3[C:31]([NH:32][C:7]([N:1]4[CH2:6][CH2:5][CH2:4][CH2:3][CH2:2]4)=[O:8])=[CH:30][N:29]([CH:33]4[CH2:38][CH2:37][CH2:36][CH2:35][O:34]4)[N:28]=3)=[N:26][C:22]=2[CH:21]=1. The catalyst class is: 1. (3) Reactant: Br[C:2]1[C:13]([Cl:14])=[CH:12][C:5]([O:6][CH2:7][CH2:8][CH2:9][CH2:10][OH:11])=[C:4]([S:15]([N:18]2[C:27]3[C:22](=[CH:23][CH:24]=[CH:25][CH:26]=3)[C:21]([CH3:29])([CH3:28])[CH2:20][CH2:19]2)(=[O:17])=[O:16])[CH:3]=1.[B:30]1([B:30]2[O:34][C:33]([CH3:36])([CH3:35])[C:32]([CH3:38])([CH3:37])[O:31]2)[O:34][C:33]([CH3:36])([CH3:35])[C:32]([CH3:38])([CH3:37])[O:31]1.C([O-])(=O)C.[K+]. Product: [Cl:14][C:13]1[C:2]([B:30]2[O:34][C:33]([CH3:36])([CH3:35])[C:32]([CH3:38])([CH3:37])[O:31]2)=[CH:3][C:4]([S:15]([N:18]2[C:27]3[C:22](=[CH:23][CH:24]=[CH:25][CH:26]=3)[C:21]([CH3:29])([CH3:28])[CH2:20][CH2:19]2)(=[O:17])=[O:16])=[C:5]([CH:12]=1)[O:6][CH2:7][CH2:8][CH2:9][CH2:10][OH:11]. The catalyst class is: 75. (4) Reactant: [C:1]([C:3]1[CH:8]=[CH:7][N:6]=[C:5]([O:9][C:10]2[CH:15]=[CH:14][C:13]([C:16]3[N:21]=[CH:20][N:19]=[C:18]([NH:22][C@H:23]([C:31]([O-:33])=[O:32])[CH2:24][C:25]4[CH:30]=[CH:29][CH:28]=[CH:27][CH:26]=4)[CH:17]=3)=[CH:12][CH:11]=2)[CH:4]=1)#[N:2].[Li+].[OH-].Cl. Product: [C:1]([C:3]1[CH:8]=[CH:7][N:6]=[C:5]([O:9][C:10]2[CH:11]=[CH:12][C:13]([C:16]3[N:21]=[CH:20][N:19]=[C:18]([NH:22][C@H:23]([C:31]([OH:33])=[O:32])[CH2:24][C:25]4[CH:26]=[CH:27][CH:28]=[CH:29][CH:30]=4)[CH:17]=3)=[CH:14][CH:15]=2)[CH:4]=1)#[N:2]. The catalyst class is: 7. (5) Reactant: [OH:1][C:2]1[CH:3]=[CH:4][C:5]2[N:6]([N:8]=[CH:9][C:10]=2[C:11]([O:13][CH2:14][CH3:15])=[O:12])[CH:7]=1.Br[CH2:17][C:18]([O:20]C(C)(C)C)=[O:19].C(=O)([O-])[O-].[Cs+].[Cs+].[Li+].[OH-].Cl. Product: [CH2:14]([O:13][C:11]([C:10]1[CH:9]=[N:8][N:6]2[CH:7]=[C:2]([O:1][CH2:17][C:18]([OH:20])=[O:19])[CH:3]=[CH:4][C:5]=12)=[O:12])[CH3:15]. The catalyst class is: 881.